The task is: Predict the reactants needed to synthesize the given product.. This data is from Full USPTO retrosynthesis dataset with 1.9M reactions from patents (1976-2016). (1) Given the product [Cl:11][C:8]1[CH:7]=[C:3]2[C:2](=[CH:10][CH:9]=1)[N:1]=[C:17]([C:16]1[CH:20]=[CH:21][C:13]([Cl:12])=[CH:14][CH:15]=1)[N:6]=[C:4]2[N:22]1[CH2:27][CH2:26][S:25][CH2:24][CH2:23]1, predict the reactants needed to synthesize it. The reactants are: [NH2:1][C:2]1[CH:10]=[CH:9][C:8]([Cl:11])=[CH:7][C:3]=1[C:4]([NH2:6])=O.[Cl:12][C:13]1[CH:21]=[CH:20][C:16]([C:17](Cl)=O)=[CH:15][CH:14]=1.[NH:22]1[CH2:27][CH2:26][S:25][CH2:24][CH2:23]1. (2) Given the product [C:3]1([C:2]2[NH:9][CH:15]=[C:16]([C:18]3[CH:23]=[CH:22][C:21]([Cl:24])=[CH:20][C:19]=3[Cl:25])[N:10]=2)[CH:8]=[CH:7][CH:6]=[CH:5][CH:4]=1, predict the reactants needed to synthesize it. The reactants are: Cl.[C:2]([NH2:10])(=[NH:9])[C:3]1[CH:8]=[CH:7][CH:6]=[CH:5][CH:4]=1.C[O-].[Na+].Br[CH2:15][C:16]([C:18]1[CH:23]=[CH:22][C:21]([Cl:24])=[CH:20][C:19]=1[Cl:25])=O. (3) Given the product [N:1]1[CH:6]=[CH:5][C:4]([C:11]2[CH:23]=[CH:22][C:14]([CH2:15][C:16]3[N:17]=[C:18]([NH2:21])[S:19][CH:20]=3)=[CH:13][CH:12]=2)=[CH:3][CH:2]=1, predict the reactants needed to synthesize it. The reactants are: [N:1]1[CH:6]=[CH:5][C:4](B(O)O)=[CH:3][CH:2]=1.Br[C:11]1[CH:23]=[CH:22][C:14]([CH2:15][C:16]2[N:17]=[C:18]([NH2:21])[S:19][CH:20]=2)=[CH:13][CH:12]=1.BrCC(=O)CC1C=CC(Br)=CC=1.NC(N)=S. (4) Given the product [C:1]([C:5]1[O:9][N:8]=[C:7]([NH:10][C:11]([NH:13][C:14]2[CH:19]=[CH:18][CH:17]=[C:16]([S:20][C:22]3[C:31]4[C:26](=[CH:27][C:28]([O:32][CH3:33])=[CH:29][CH:30]=4)[N:25]=[CH:24][N:23]=3)[CH:15]=2)=[O:12])[CH:6]=1)([CH3:4])([CH3:2])[CH3:3], predict the reactants needed to synthesize it. The reactants are: [C:1]([C:5]1[O:9][N:8]=[C:7]([NH:10][C:11]([NH:13][C:14]2[CH:19]=[CH:18][CH:17]=[C:16]([SH:20])[CH:15]=2)=[O:12])[CH:6]=1)([CH3:4])([CH3:3])[CH3:2].Cl[C:22]1[C:31]2[C:26](=[CH:27][C:28]([O:32][CH3:33])=[CH:29][CH:30]=2)[N:25]=[CH:24][N:23]=1. (5) The reactants are: CSC.B(F)(F)F.CCOCC.C([O:20][C:21]1[CH:26]=[CH:25][C:24]([C:27]2[N:31]([C:32]3[CH:37]=[CH:36][C:35]([Cl:38])=[CH:34][C:33]=3[Cl:39])[N:30]=[C:29]([C:40]([NH:42][C:43]3[CH:48]=[CH:47][C:46]([F:49])=[CH:45][N:44]=3)=[O:41])[C:28]=2[CH3:50])=[CH:23][CH:22]=1)C1C=CC=CC=1.O. Given the product [Cl:39][C:33]1[CH:34]=[C:35]([Cl:38])[CH:36]=[CH:37][C:32]=1[N:31]1[C:27]([C:24]2[CH:23]=[CH:22][C:21]([OH:20])=[CH:26][CH:25]=2)=[C:28]([CH3:50])[C:29]([C:40]([NH:42][C:43]2[CH:48]=[CH:47][C:46]([F:49])=[CH:45][N:44]=2)=[O:41])=[N:30]1, predict the reactants needed to synthesize it. (6) Given the product [NH:36]1[CH:37]=[CH:38][CH:39]=[C:35]1[C:32]([C:25]1[CH:26]=[C:27]([CH:28]=[C:23]([Cl:22])[CH:24]=1)[NH2:29])([CH3:34])[CH3:33], predict the reactants needed to synthesize it. The reactants are: BrC1C=C(C=C(C(C2C=CC=C(OC(F)F)C=2)(C)C)C=1)N.[Cl:22][C:23]1[CH:24]=[C:25]([C:32]([C:35]2[NH:36][CH:37]=[CH:38][CH:39]=2)([CH3:34])[CH3:33])[CH:26]=[C:27]([N+:29]([O-])=O)[CH:28]=1. (7) Given the product [Br:24][C:25]1[CH:30]=[CH:29][CH:28]=[CH:27][C:26]=1[S:31]([NH:1][C:2]1[CH:7]=[N:6][CH:5]=[C:4]([C:8]2[S:12][C:11]([C:13]3[CH:14]=[C:15]4[C:19](=[CH:20][CH:21]=3)[C:18](=[O:22])[N:17]([CH3:23])[CH2:16]4)=[CH:10][CH:9]=2)[CH:3]=1)(=[O:33])=[O:32], predict the reactants needed to synthesize it. The reactants are: [NH2:1][C:2]1[CH:3]=[C:4]([C:8]2[S:12][C:11]([C:13]3[CH:14]=[C:15]4[C:19](=[CH:20][CH:21]=3)[C:18](=[O:22])[N:17]([CH3:23])[CH2:16]4)=[CH:10][CH:9]=2)[CH:5]=[N:6][CH:7]=1.[Br:24][C:25]1[CH:30]=[CH:29][CH:28]=[CH:27][C:26]=1[S:31](Cl)(=[O:33])=[O:32]. (8) Given the product [CH2:1]([O:3][C:4]([C:5]1[N:24]=[C:9]([C:10]2[CH:15]=[CH:14][CH:13]=[CH:12][N:11]=2)[CH:8]=[C:7]([OH:17])[CH:6]=1)=[O:19])[CH3:2], predict the reactants needed to synthesize it. The reactants are: [CH2:1]([O:3][C:4](=[O:19])[C:5](=O)[CH2:6][C:7](=[O:17])[CH2:8][C:9](=O)[C:10]1[CH:15]=[CH:14][CH:13]=[CH:12][N:11]=1)[CH3:2].C([O-])(=O)C.[NH4+:24]. (9) Given the product [Br:20][C:7]1[CH:8]=[C:9]2[C:4](=[CH:5][CH:6]=1)[NH:3][C:2](=[O:1])[C@@H:11]([NH:12][C:13](=[O:19])[O:14][C:15]([CH3:16])([CH3:18])[CH3:17])[CH2:10]2, predict the reactants needed to synthesize it. The reactants are: [O:1]=[C:2]1[C@@H:11]([NH:12][C:13](=[O:19])[O:14][C:15]([CH3:18])([CH3:17])[CH3:16])[CH2:10][C:9]2[C:4](=[CH:5][CH:6]=[CH:7][CH:8]=2)[NH:3]1.[Br:20]N1C(=O)CCC1=O.